Dataset: Forward reaction prediction with 1.9M reactions from USPTO patents (1976-2016). Task: Predict the product of the given reaction. (1) Given the reactants [CH2:1]([CH2:6][O:7][CH2:8][CH2:9][NH2:10])[O:2][CH2:3][CH2:4][NH2:5].[OH:11][C:12]([CH2:14][CH2:15][CH2:16][CH2:17][C@H:18]1[C@@H:26]2[C@@H:21]([NH:22][C:23]([NH:25]2)=[O:24])[CH2:20][S:19]1)=O, predict the reaction product. The product is: [NH2:5][CH2:4][CH2:3][O:2][CH2:1][CH2:6][O:7][CH2:8][CH2:9][NH:10][C:12](=[O:11])[CH2:14][CH2:15][CH2:16][CH2:17][C@H:18]1[C@@H:26]2[C@@H:21]([NH:22][C:23]([NH:25]2)=[O:24])[CH2:20][S:19]1. (2) The product is: [Cl:1][C:2]1[C:3]([NH:11][C:15]([C:17]2[CH:18]=[N:19][C:20]([CH3:23])=[N:21][CH:22]=2)=[O:14])=[C:4]([NH:8][CH2:9][CH3:10])[N:5]=[CH:6][N:7]=1. Given the reactants [Cl:1][C:2]1[N:7]=[CH:6][N:5]=[C:4]([NH:8][CH2:9][CH3:10])[C:3]=1[NH2:11].C([O:14][C:15]([C:17]1[CH:18]=[N:19][C:20]([CH3:23])=[N:21][CH:22]=1)=O)C.CC(C)([O-])C.[Na+].C(O)(=O)C, predict the reaction product. (3) Given the reactants [CH3:1][O:2][C:3]1[C:12]([O:13]C)=[C:11]2[C:6]([CH:7]=[CH:8][C:9]([C:15]#[N:16])=[CH:10]2)=[CH:5][CH:4]=1.[Al+3].[Cl-].[Cl-].[Cl-].O.Cl, predict the reaction product. The product is: [CH3:1][O:2][C:3]1[C:12]([OH:13])=[C:11]2[C:6]([CH:7]=[CH:8][C:9]([C:15]#[N:16])=[CH:10]2)=[CH:5][CH:4]=1. (4) Given the reactants [CH:1]1([N:4]([CH2:30][C:31]2[CH:36]=[C:35]([CH2:37][CH2:38][CH2:39][O:40][CH3:41])[CH:34]=[C:33]([O:42][CH2:43][CH2:44][O:45][CH3:46])[CH:32]=2)[C:5]([C@@H:7]2[C@@:12]([O:21][CH3:22])([C:13]3[CH:18]=[CH:17][N:16]([CH3:19])[C:15](=[O:20])[CH:14]=3)[CH2:11][CH2:10][N:9](C(OC(C)(C)C)=O)[CH2:8]2)=[O:6])[CH2:3][CH2:2]1.Cl, predict the reaction product. The product is: [CH:1]1([N:4]([CH2:30][C:31]2[CH:36]=[C:35]([CH2:37][CH2:38][CH2:39][O:40][CH3:41])[CH:34]=[C:33]([O:42][CH2:43][CH2:44][O:45][CH3:46])[CH:32]=2)[C:5]([C@@H:7]2[C@@:12]([O:21][CH3:22])([C:13]3[CH:18]=[CH:17][N:16]([CH3:19])[C:15](=[O:20])[CH:14]=3)[CH2:11][CH2:10][NH:9][CH2:8]2)=[O:6])[CH2:3][CH2:2]1.